Dataset: Full USPTO retrosynthesis dataset with 1.9M reactions from patents (1976-2016). Task: Predict the reactants needed to synthesize the given product. (1) Given the product [C:5]([Si:9]([CH3:12])([CH3:11])[O:2][CH2:1][CH2:3][NH2:4])([CH3:8])([CH3:7])[CH3:6], predict the reactants needed to synthesize it. The reactants are: [CH2:1]([CH2:3][NH2:4])[OH:2].[C:5]([Si:9]([CH3:12])([CH3:11])Cl)([CH3:8])([CH3:7])[CH3:6].CCN(CC)CC. (2) Given the product [CH2:15]([N:22]1[C:26]([C:27]([NH:14][CH2:13][CH2:12][C:6]2[C:5]3[C:9](=[CH:10][CH:11]=[C:3]([Cl:2])[CH:4]=3)[NH:8][CH:7]=2)=[O:28])=[CH:25][C:24]([C:30]([CH3:33])([CH3:32])[CH3:31])=[N:23]1)[C:16]1[CH:17]=[CH:18][CH:19]=[CH:20][CH:21]=1, predict the reactants needed to synthesize it. The reactants are: Cl.[Cl:2][C:3]1[CH:4]=[C:5]2[C:9](=[CH:10][CH:11]=1)[NH:8][CH:7]=[C:6]2[CH2:12][CH2:13][NH2:14].[CH2:15]([N:22]1[C:26]([C:27](Cl)=[O:28])=[CH:25][C:24]([C:30]([CH3:33])([CH3:32])[CH3:31])=[N:23]1)[C:16]1[CH:21]=[CH:20][CH:19]=[CH:18][CH:17]=1.C(N(CC)CC)C.C(OCC)(=O)C. (3) Given the product [CH2:14]([N:11]1[CH2:12][CH2:13][CH:8]([NH:7][C:1](=[O:5])[CH:2]([CH3:4])[CH3:3])[CH2:9][CH2:10]1)[C:15]1[CH:16]=[CH:17][CH:18]=[CH:19][CH:20]=1, predict the reactants needed to synthesize it. The reactants are: [C:1](Cl)(=[O:5])[CH:2]([CH3:4])[CH3:3].[NH2:7][CH:8]1[CH2:13][CH2:12][N:11]([CH2:14][C:15]2[CH:20]=[CH:19][CH:18]=[CH:17][CH:16]=2)[CH2:10][CH2:9]1.C(N(CC)CC)C. (4) Given the product [NH2:14][C:10]1[CH:9]=[C:8]([CH:13]=[CH:12][CH:11]=1)[C:7]([NH:6][C:3]1([CH2:2][OH:1])[CH2:4][CH2:5]1)=[O:17], predict the reactants needed to synthesize it. The reactants are: [OH:1][CH2:2][C:3]1([NH:6][C:7](=[O:17])[C:8]2[CH:13]=[CH:12][CH:11]=[C:10]([N+:14]([O-])=O)[CH:9]=2)[CH2:5][CH2:4]1. (5) The reactants are: Br[C:2]1[CH:3]=[C:4]([C:20]2[CH:25]=[CH:24][C:23]([C:26]([O:28][CH2:29][CH3:30])=[O:27])=[CH:22][CH:21]=2)[CH:5]=[CH:6][C:7]=1[O:8][CH2:9][CH2:10][CH2:11][O:12][Si:13]([C:16]([CH3:19])([CH3:18])[CH3:17])([CH3:15])[CH3:14].[CH2:31]([N:33]([CH2:44][CH3:45])[C:34]1[CH:39]=[CH:38][C:37](B(O)O)=[CH:36][C:35]=1[CH3:43])[CH3:32]. Given the product [Si:13]([O:12][CH2:11][CH2:10][CH2:9][O:8][C:7]1[CH:6]=[CH:5][C:4]([C:20]2[CH:25]=[CH:24][C:23]([C:26]([O:28][CH2:29][CH3:30])=[O:27])=[CH:22][CH:21]=2)=[CH:3][C:2]=1[C:37]1[CH:38]=[CH:39][C:34]([N:33]([CH2:44][CH3:45])[CH2:31][CH3:32])=[C:35]([CH3:43])[CH:36]=1)([C:16]([CH3:19])([CH3:18])[CH3:17])([CH3:15])[CH3:14], predict the reactants needed to synthesize it. (6) Given the product [Br:17][C:14]1[CH:15]=[CH:16][C:11]([N:8]2[CH2:9][CH2:10][CH:6]([N:18]3[CH2:22][CH2:21][CH2:20][CH2:19]3)[CH2:7]2)=[N:12][CH:13]=1, predict the reactants needed to synthesize it. The reactants are: CS(O[CH:6]1[CH2:10][CH2:9][N:8]([C:11]2[CH:16]=[CH:15][C:14]([Br:17])=[CH:13][N:12]=2)[CH2:7]1)(=O)=O.[NH:18]1[CH2:22][CH2:21][CH2:20][CH2:19]1.